This data is from Reaction yield outcomes from USPTO patents with 853,638 reactions. The task is: Predict the reaction yield, written as a fraction of the theoretical maximum amount of product (1.0 means a 100% yield; for example, 0.34 means a 34% yield). (1) The catalyst is CS(C)=O. The reactants are [Br:1][C:2]1[CH:3]=[C:4]([NH:8][C:9](=[O:20])[C:10]2[CH:15]=[CH:14][C:13](Cl)=[C:12]([N+:17]([O-:19])=[O:18])[CH:11]=2)[CH:5]=[CH:6][CH:7]=1.[NH2:21][C:22]1[CH:23]=[C:24]([OH:28])[CH:25]=[CH:26][CH:27]=1.[OH-].[K+].Cl. The product is [NH2:21][C:22]1[CH:23]=[C:24]([CH:25]=[CH:26][CH:27]=1)[O:28][C:13]1[CH:14]=[CH:15][C:10]([C:9]([NH:8][C:4]2[CH:5]=[CH:6][CH:7]=[C:2]([Br:1])[CH:3]=2)=[O:20])=[CH:11][C:12]=1[N+:17]([O-:19])=[O:18]. The yield is 0.930. (2) The reactants are [CH:1]1([NH:4][C:5]([NH:7][C:8]2[CH:13]=[CH:12][C:11]([C:14]3[N:15]=[C:16]([N:23]4[CH2:28][CH2:27][O:26][CH2:25][C@@H:24]4[CH3:29])[C:17]4[CH2:22][NH:21][CH2:20][C:18]=4[N:19]=3)=[CH:10][CH:9]=2)=[O:6])[CH2:3][CH2:2]1.Cl.C(N(CC)CC)C.O=[CH:39][CH2:40][CH2:41][C:42]([OH:44])=[O:43].C(O[BH-](OC(=O)C)OC(=O)C)(=O)C.[Na+]. The catalyst is ClCCCl.CN(C=O)C. The product is [CH:1]1([NH:4][C:5](=[O:6])[NH:7][C:8]2[CH:9]=[CH:10][C:11]([C:14]3[N:15]=[C:16]([N:23]4[CH2:28][CH2:27][O:26][CH2:25][C@@H:24]4[CH3:29])[C:17]4[CH2:22][N:21]([CH2:39][CH2:40][CH2:41][C:42]([OH:44])=[O:43])[CH2:20][C:18]=4[N:19]=3)=[CH:12][CH:13]=2)[CH2:2][CH2:3]1. The yield is 0.0400. (3) The reactants are [Cl:1][C:2]1[CH:7]=[CH:6][C:5]([N:8]2[CH:12]=[C:11]([CH:13]([CH:15]3[CH2:20][CH2:19][CH2:18][CH2:17][CH2:16]3)O)[C:10]([CH3:21])=[N:9]2)=[CH:4][CH:3]=1.[NH2:22][C:23]1[CH:28]=[CH:27][C:26]([C:29]([N:31]([CH3:39])[CH2:32][CH2:33][C:34]([O:36]CC)=[O:35])=[O:30])=[CH:25][CH:24]=1. No catalyst specified. The product is [Cl:1][C:2]1[CH:7]=[CH:6][C:5]([N:8]2[CH:12]=[C:11]([CH:13]([NH:22][C:23]3[CH:24]=[CH:25][C:26]([C:29]([N:31]([CH3:39])[CH2:32][CH2:33][C:34]([OH:36])=[O:35])=[O:30])=[CH:27][CH:28]=3)[CH:15]3[CH2:20][CH2:19][CH2:18][CH2:17][CH2:16]3)[C:10]([CH3:21])=[N:9]2)=[CH:4][CH:3]=1. The yield is 0.570.